From a dataset of Forward reaction prediction with 1.9M reactions from USPTO patents (1976-2016). Predict the product of the given reaction. (1) Given the reactants [Cl:1][C:2]1[CH:7]=[C:6]([C:8]2[C:9](=[O:37])[N:10]([CH3:36])[CH:11]=[C:12]3[C:17]=2[CH:16]=[CH:15][C:14]([S:18]([N:21]([C:31]2[CH:35]=[CH:34][O:33][N:32]=2)CC2C=CC(OC)=CC=2)(=[O:20])=[O:19])=[CH:13]3)[C:5]([O:38][CH3:39])=[CH:4][C:3]=1[C:40]1[CH:45]=[CH:44][CH:43]=[C:42]([F:46])[CH:41]=1.[C:47]([OH:53])([C:49]([F:52])([F:51])[F:50])=[O:48], predict the reaction product. The product is: [F:50][C:49]([F:52])([F:51])[C:47]([OH:53])=[O:48].[Cl:1][C:2]1[CH:7]=[C:6]([C:8]2[C:9](=[O:37])[N:10]([CH3:36])[CH:11]=[C:12]3[C:17]=2[CH:16]=[CH:15][C:14]([S:18]([NH:21][C:31]2[CH:35]=[CH:34][O:33][N:32]=2)(=[O:19])=[O:20])=[CH:13]3)[C:5]([O:38][CH3:39])=[CH:4][C:3]=1[C:40]1[CH:45]=[CH:44][CH:43]=[C:42]([F:46])[CH:41]=1. (2) The product is: [ClH:1].[CH3:2][N:3]1[C:8](=[O:9])[CH:7]=[C:6]([C:10]2[CH:15]=[CH:14][N:13]=[CH:12][CH:11]=2)[N:5]=[C:4]1[N:16]1[CH2:20][CH2:19][CH:18]([C:21]2[CH:26]=[CH:25][CH:24]=[CH:23][CH:22]=2)[CH2:17]1. Given the reactants [ClH:1].[CH3:2][N:3]1[C:8](=[O:9])[CH:7]=[C:6]([C:10]2[CH:15]=[CH:14][N:13]=[CH:12][CH:11]=2)[N:5]=[C:4]1[N:16]1[CH2:20][CH2:19][CH:18]([C:21]2[CH:26]=[CH:25][CH:24]=[CH:23][CH:22]=2)[CH2:17]1, predict the reaction product. (3) Given the reactants [NH2:1][C:2]1[CH:7]=[CH:6][C:5]([C:8]2[C:9]3[CH:23]=[CH:22][C:21]4[C:16](=[CH:17][CH:18]=[CH:19][CH:20]=4)[C:10]=3[NH:11][C:12](=[O:15])[CH2:13][N:14]=2)=[CH:4][CH:3]=1.[Cl:24][C:25]1[CH:30]=[CH:29][CH:28]=[CH:27][C:26]=1[CH2:31][S:32](Cl)(=[O:34])=[O:33], predict the reaction product. The product is: [Cl:24][C:25]1[CH:30]=[CH:29][CH:28]=[CH:27][C:26]=1[CH2:31][S:32]([NH:1][C:2]1[CH:3]=[CH:4][C:5]([C:8]2[C:9]3[CH:23]=[CH:22][C:21]4[C:16](=[CH:17][CH:18]=[CH:19][CH:20]=4)[C:10]=3[NH:11][C:12](=[O:15])[CH2:13][N:14]=2)=[CH:6][CH:7]=1)(=[O:34])=[O:33]. (4) Given the reactants [O:1]1[CH:6]=[C:5]([C:7]([OH:9])=[O:8])[CH2:4][CH2:3][CH2:2]1.[CH2:10](Br)[C:11]1[CH:16]=[CH:15][CH:14]=[CH:13][CH:12]=1.C([O-])([O-])=O.[K+].[K+], predict the reaction product. The product is: [O:1]1[CH2:2][CH2:3][CH2:4][C@H:5]([C:7]([O:9][CH2:10][C:11]2[CH:16]=[CH:15][CH:14]=[CH:13][CH:12]=2)=[O:8])[CH2:6]1. (5) Given the reactants [CH2:1]([O:3][C:4]1[CH:5]=[C:6]([CH:9]=[CH:10][C:11]=1[OH:12])[CH:7]=[O:8])[CH3:2].C(=O)([O-])[O-].[K+].[K+].Br[CH2:20][C:21]1[CH:26]=[CH:25][C:24]([C:27]([F:30])([F:29])[F:28])=[CH:23][C:22]=1[C:31]([F:34])([F:33])[F:32].O, predict the reaction product. The product is: [F:32][C:31]([F:33])([F:34])[C:22]1[CH:23]=[C:24]([C:27]([F:30])([F:28])[F:29])[CH:25]=[CH:26][C:21]=1[CH2:20][O:12][C:11]1[CH:10]=[CH:9][C:6]([CH:7]=[O:8])=[CH:5][C:4]=1[O:3][CH2:1][CH3:2]. (6) Given the reactants [CH:1]1([N:4]2[CH2:9][CH2:8][C:7]([S:20]([C:23]3[CH:28]=[CH:27][C:26]([C:29]4[CH:34]=[CH:33][C:32]([O:35][C:36]([F:41])([F:40])[CH:37]([F:39])[F:38])=[CH:31][CH:30]=4)=[CH:25][CH:24]=3)(=[O:22])=[O:21])([C:10]([NH:12][O:13]C3CCCCO3)=[O:11])[CH2:6][CH2:5]2)[CH2:3][CH2:2]1.FC(F)(F)C(O)=O.[Cl:49]CCl, predict the reaction product. The product is: [ClH:49].[OH:13][NH:12][C:10]([C:7]1([S:20]([C:23]2[CH:24]=[CH:25][C:26]([C:29]3[CH:34]=[CH:33][C:32]([O:35][C:36]([F:41])([F:40])[CH:37]([F:39])[F:38])=[CH:31][CH:30]=3)=[CH:27][CH:28]=2)(=[O:22])=[O:21])[CH2:6][CH2:5][N:4]([CH:1]2[CH2:3][CH2:2]2)[CH2:9][CH2:8]1)=[O:11].